This data is from Peptide-MHC class II binding affinity with 134,281 pairs from IEDB. The task is: Regression. Given a peptide amino acid sequence and an MHC pseudo amino acid sequence, predict their binding affinity value. This is MHC class II binding data. (1) The peptide sequence is YVYEPFPKEVWEQIF. The MHC is DRB1_1602 with pseudo-sequence DRB1_1602. The binding affinity (normalized) is 0.389. (2) The peptide sequence is VIPANWKPDTVYTSK. The MHC is DRB1_0301 with pseudo-sequence DRB1_0301. The binding affinity (normalized) is 0.197.